From a dataset of CYP2C19 inhibition data for predicting drug metabolism from PubChem BioAssay. Regression/Classification. Given a drug SMILES string, predict its absorption, distribution, metabolism, or excretion properties. Task type varies by dataset: regression for continuous measurements (e.g., permeability, clearance, half-life) or binary classification for categorical outcomes (e.g., BBB penetration, CYP inhibition). Dataset: cyp2c19_veith. (1) The drug is CCOc1ccc(NC(=S)N(Cc2ccc(N(C)C)cc2)Cc2ccco2)cc1. The result is 1 (inhibitor). (2) The drug is COCCNc1nc(-c2c(C)noc2C)nc2ccccc12. The result is 0 (non-inhibitor). (3) The drug is O=C(O)c1ccc(C(=O)O)c(C(=O)Nc2ccc3c(c2)Cc2ccccc2-3)c1. The result is 0 (non-inhibitor). (4) The molecule is CCSc1nnc(NC(=O)CSc2nc3c(cc2C#N)CCCC3)s1. The result is 1 (inhibitor).